From a dataset of Full USPTO retrosynthesis dataset with 1.9M reactions from patents (1976-2016). Predict the reactants needed to synthesize the given product. Given the product [N:14]1[CH:15]=[CH:16][CH:17]=[C:12]([O:11][C@H:8]2[CH2:9][CH2:10][C@H:5]([C:3]([NH:19][NH2:20])=[O:2])[CH2:6][CH2:7]2)[CH:13]=1, predict the reactants needed to synthesize it. The reactants are: C[O:2][C:3]([C@H:5]1[CH2:10][CH2:9][C@H:8]([O:11][C:12]2[CH:13]=[N:14][CH:15]=[CH:16][CH:17]=2)[CH2:7][CH2:6]1)=O.O.[NH2:19][NH2:20].